From a dataset of Catalyst prediction with 721,799 reactions and 888 catalyst types from USPTO. Predict which catalyst facilitates the given reaction. (1) Reactant: [Cl:1][C:2]1[C:3]([NH:24][C:25]2[N:35]=[C:34]3[C:28]([N:29]([CH3:42])[C:30](=[O:41])[CH2:31][CH2:32][N:33]3[CH:36]3[CH2:40][CH2:39][CH2:38][CH2:37]3)=[CH:27][N:26]=2)=[CH:4][C:5]([F:23])=[C:6]([CH:22]=1)[C:7]([NH:9][C@@H:10]1[CH2:14][CH2:13][N:12](C(OC(C)(C)C)=O)[CH2:11]1)=[O:8].Cl.C(O)(C(F)(F)F)=O. Product: [Cl:1][C:2]1[C:3]([NH:24][C:25]2[N:35]=[C:34]3[C:28]([N:29]([CH3:42])[C:30](=[O:41])[CH2:31][CH2:32][N:33]3[CH:36]3[CH2:40][CH2:39][CH2:38][CH2:37]3)=[CH:27][N:26]=2)=[CH:4][C:5]([F:23])=[C:6]([CH:22]=1)[C:7]([NH:9][C@@H:10]1[CH2:14][CH2:13][NH:12][CH2:11]1)=[O:8]. The catalyst class is: 12. (2) Reactant: C[Si]([N-][Si](C)(C)C)(C)C.[Li+].[C:11]([C:14]1[N:15]=[N:16][C:17]([CH3:20])=[CH:18][CH:19]=1)(=[O:13])[CH3:12].[C:21](OC)(=[O:26])[C:22]([O:24][CH3:25])=[O:23]. Product: [CH3:25][O:24][C:22](=[O:23])[C:21](=[O:26])[CH2:12][C:11]([C:14]1[N:15]=[N:16][C:17]([CH3:20])=[CH:18][CH:19]=1)=[O:13]. The catalyst class is: 7.